From a dataset of Full USPTO retrosynthesis dataset with 1.9M reactions from patents (1976-2016). Predict the reactants needed to synthesize the given product. Given the product [C:13]([C:8]1[CH:9]=[CH:10][C:5]([OH:4])=[C:6]([C:11]#[N:12])[CH:7]=1)(=[O:16])[CH3:14], predict the reactants needed to synthesize it. The reactants are: C([O:4][C:5]1[CH:10]=[CH:9][CH:8]=[CH:7][C:6]=1[C:11]#[N:12])(=O)C.[C:13](OC1C=CC=CC=1C)(=[O:16])[CH2:14]C.